From a dataset of NCI-60 drug combinations with 297,098 pairs across 59 cell lines. Regression. Given two drug SMILES strings and cell line genomic features, predict the synergy score measuring deviation from expected non-interaction effect. (1) Drug 1: C1CC(=O)NC(=O)C1N2CC3=C(C2=O)C=CC=C3N. Drug 2: C1CCC(C(C1)N)N.C(=O)(C(=O)[O-])[O-].[Pt+4]. Cell line: MDA-MB-435. Synergy scores: CSS=5.17, Synergy_ZIP=-2.98, Synergy_Bliss=-4.34, Synergy_Loewe=-9.47, Synergy_HSA=-2.73. (2) Drug 1: CN(C)C1=NC(=NC(=N1)N(C)C)N(C)C. Drug 2: COC1=NC(=NC2=C1N=CN2C3C(C(C(O3)CO)O)O)N. Cell line: PC-3. Synergy scores: CSS=0.0930, Synergy_ZIP=-2.16, Synergy_Bliss=-4.71, Synergy_Loewe=-2.65, Synergy_HSA=-4.02. (3) Cell line: PC-3. Drug 1: CC1=CC=C(C=C1)C2=CC(=NN2C3=CC=C(C=C3)S(=O)(=O)N)C(F)(F)F. Synergy scores: CSS=-2.05, Synergy_ZIP=0.429, Synergy_Bliss=-0.901, Synergy_Loewe=-1.93, Synergy_HSA=-2.15. Drug 2: CNC(=O)C1=NC=CC(=C1)OC2=CC=C(C=C2)NC(=O)NC3=CC(=C(C=C3)Cl)C(F)(F)F. (4) Drug 1: C1=NC2=C(N=C(N=C2N1C3C(C(C(O3)CO)O)F)Cl)N. Drug 2: CC12CCC3C(C1CCC2OP(=O)(O)O)CCC4=C3C=CC(=C4)OC(=O)N(CCCl)CCCl.[Na+]. Synergy scores: CSS=1.68, Synergy_ZIP=-3.78, Synergy_Bliss=-5.30, Synergy_Loewe=-5.34, Synergy_HSA=-6.24. Cell line: RXF 393. (5) Drug 1: C1=NNC2=C1C(=O)NC=N2. Drug 2: C1C(C(OC1N2C=NC3=C2NC=NCC3O)CO)O. Cell line: SK-MEL-28. Synergy scores: CSS=-2.53, Synergy_ZIP=-0.0317, Synergy_Bliss=-2.48, Synergy_Loewe=-4.04, Synergy_HSA=-5.36. (6) Drug 1: CC1=C(C=C(C=C1)NC(=O)C2=CC=C(C=C2)CN3CCN(CC3)C)NC4=NC=CC(=N4)C5=CN=CC=C5. Synergy scores: CSS=63.9, Synergy_ZIP=-2.29, Synergy_Bliss=-6.77, Synergy_Loewe=-12.8, Synergy_HSA=-5.78. Drug 2: CCCCC(=O)OCC(=O)C1(CC(C2=C(C1)C(=C3C(=C2O)C(=O)C4=C(C3=O)C=CC=C4OC)O)OC5CC(C(C(O5)C)O)NC(=O)C(F)(F)F)O. Cell line: HCC-2998.